From a dataset of Reaction yield outcomes from USPTO patents with 853,638 reactions. Predict the reaction yield, written as a fraction of the theoretical maximum amount of product (1.0 means a 100% yield; for example, 0.34 means a 34% yield). (1) The reactants are [Br:1][C:2]1[CH:7]=[CH:6][C:5]([NH2:8])=[C:4](I)[CH:3]=1.[C:10]1(B2OC(C)(C)C(C)(C)O2)[CH2:15][CH2:14][CH2:13][CH2:12][CH:11]=1.C([O-])([O-])=O.[Na+].[Na+].CCOC(C)=O. The catalyst is O1CCOCC1.C1C=CC([P]([Pd]([P](C2C=CC=CC=2)(C2C=CC=CC=2)C2C=CC=CC=2)([P](C2C=CC=CC=2)(C2C=CC=CC=2)C2C=CC=CC=2)[P](C2C=CC=CC=2)(C2C=CC=CC=2)C2C=CC=CC=2)(C2C=CC=CC=2)C2C=CC=CC=2)=CC=1. The product is [Br:1][C:2]1[CH:7]=[CH:6][C:5]([NH2:8])=[C:4]([C:10]2[CH2:15][CH2:14][CH2:13][CH2:12][CH:11]=2)[CH:3]=1. The yield is 0.870. (2) The reactants are C([O-])([O-])=O.[Cs+].[Cs+].[CH3:7][O:8][C:9]1[N:14]=[C:13]([C:15]2[CH:20]=[CH:19][C:18]([CH:21]([OH:26])[C:22]([F:25])([F:24])[F:23])=[CH:17][CH:16]=2)[CH:12]=[CH:11][CH:10]=1.[NH2:27][C:28]1[N:33]=[C:32]([C:34]2[CH:39]=[CH:38][C:37]([CH2:40][C@H:41]([NH:45][C:46]([O:48][C:49]([CH3:52])([CH3:51])[CH3:50])=[O:47])[C:42]([OH:44])=[O:43])=[CH:36][CH:35]=2)[CH:31]=[C:30](Cl)[N:29]=1.O. The catalyst is O1CCOCC1.C(OCC)(=O)C. The product is [NH2:27][C:28]1[N:33]=[C:32]([C:34]2[CH:39]=[CH:38][C:37]([CH2:40][C@H:41]([NH:45][C:46]([O:48][C:49]([CH3:52])([CH3:51])[CH3:50])=[O:47])[C:42]([OH:44])=[O:43])=[CH:36][CH:35]=2)[CH:31]=[C:30]([O:26][CH:21]([C:18]2[CH:19]=[CH:20][C:15]([C:13]3[CH:12]=[CH:11][CH:10]=[C:9]([O:8][CH3:7])[N:14]=3)=[CH:16][CH:17]=2)[C:22]([F:23])([F:24])[F:25])[N:29]=1. The yield is 0.880.